The task is: Predict the reactants needed to synthesize the given product.. This data is from Full USPTO retrosynthesis dataset with 1.9M reactions from patents (1976-2016). (1) Given the product [C:21]([O:20][C:18]([N:13]([C:12]1[N:8]([C:4]2[CH:5]=[CH:6][CH:7]=[C:2]([Br:1])[CH:3]=2)[N:9]=[C:10]([C:14]([CH3:17])([CH3:16])[CH3:15])[CH:11]=1)[C:18]([O:20][C:21]([CH3:24])([CH3:23])[CH3:22])=[O:19])=[O:19])([CH3:24])([CH3:23])[CH3:22], predict the reactants needed to synthesize it. The reactants are: [Br:1][C:2]1[CH:3]=[C:4]([N:8]2[C:12]([NH2:13])=[CH:11][C:10]([C:14]([CH3:17])([CH3:16])[CH3:15])=[N:9]2)[CH:5]=[CH:6][CH:7]=1.[C:18](O[C:18]([O:20][C:21]([CH3:24])([CH3:23])[CH3:22])=[O:19])([O:20][C:21]([CH3:24])([CH3:23])[CH3:22])=[O:19]. (2) Given the product [OH:19]/[N:20]=[CH:11]/[C:7]1[CH:6]=[C:5]2[C:10](=[CH:9][CH:8]=1)[C:2](=[O:1])[CH2:3][CH2:4]2, predict the reactants needed to synthesize it. The reactants are: [O:1]=[C:2]1[C:10]2[C:5](=[CH:6][C:7]([CH:11]=O)=[CH:8][CH:9]=2)[CH2:4][CH2:3]1.C([O-])(O)=O.[Na+].Cl.[OH:19][NH2:20]. (3) Given the product [CH2:1]([O:3][C:4]([C:6]1[C:14]2[C:9](=[CH:10][C:11]([O:15][Si:25]([C:22]([CH3:24])([CH3:23])[CH3:21])([C:32]3[CH:33]=[CH:34][CH:35]=[CH:36][CH:37]=3)[C:26]3[CH:31]=[CH:30][CH:29]=[CH:28][CH:27]=3)=[CH:12][CH:13]=2)[NH:8][N:7]=1)=[O:5])[CH3:2], predict the reactants needed to synthesize it. The reactants are: [CH2:1]([O:3][C:4]([C:6]1[C:14]2[C:9](=[CH:10][C:11]([OH:15])=[CH:12][CH:13]=2)[NH:8][N:7]=1)=[O:5])[CH3:2].N1C=CN=C1.[CH3:21][C:22]([Si:25](Cl)([C:32]1[CH:37]=[CH:36][CH:35]=[CH:34][CH:33]=1)[C:26]1[CH:31]=[CH:30][CH:29]=[CH:28][CH:27]=1)([CH3:24])[CH3:23].C(=O)([O-])O.[Na+]. (4) Given the product [CH3:15][O:14][C:11]1[CH:12]=[CH:13][C:8]([O:7][C@H:3]([CH:4]([CH3:6])[CH3:5])[CH2:2][C:22]#[N:23])=[CH:9][C:10]=1[O:16][CH2:17][CH2:18][CH2:19][O:20][CH3:21], predict the reactants needed to synthesize it. The reactants are: Br[CH2:2][C@H:3]([O:7][C:8]1[CH:13]=[CH:12][C:11]([O:14][CH3:15])=[C:10]([O:16][CH2:17][CH2:18][CH2:19][O:20][CH3:21])[CH:9]=1)[CH:4]([CH3:6])[CH3:5].[C-:22]#[N:23].[Na+].O. (5) Given the product [CH2:42]([C:43]1[N:25]([C:26]2[CH:18]=[CH:19][CH:20]=[CH:21][CH:22]=2)[N:24]=[C:33]([CH2:34][NH:35][C:14]([CH:11]2[CH:10]3[CH:12]2[CH2:13][N:8]([C:6]([O:5][C:1]([CH3:2])([CH3:3])[CH3:4])=[O:7])[CH2:9]3)=[O:16])[CH:32]=1)[CH:41]([CH3:44])[CH3:40], predict the reactants needed to synthesize it. The reactants are: [C:1]([O:5][C:6]([N:8]1[CH2:13][CH:12]2[CH:10]([CH:11]2[C:14]([OH:16])=O)[CH2:9]1)=[O:7])([CH3:4])([CH3:3])[CH3:2].O[C:18]1[C:26]2[N:25]=[N:24]N[C:22]=2[CH:21]=[CH:20][CH:19]=1.C(N=C=N[CH2:32][CH2:33][CH2:34][N:35](C)C)C.CC[CH2:40][CH2:41][CH2:42][CH3:43].[CH2:44](Cl)Cl. (6) Given the product [CH3:11][O:12][C:13](=[O:46])[NH:14][C@H:15]([C:19]([N:21]1[CH2:25][CH2:24][CH2:23][C@H:22]1[C:26]1[NH:27][C:28]([C:31]2[CH:32]=[CH:33][C:34]([C:2]3[S:6][C:5]4[CH:7]=[C:8]([Br:10])[S:9][C:4]=4[CH:3]=3)=[CH:35][CH:36]=2)=[CH:29][N:30]=1)=[O:20])[CH:16]([CH3:18])[CH3:17], predict the reactants needed to synthesize it. The reactants are: Br[C:2]1[S:6][C:5]2[CH:7]=[C:8]([Br:10])[S:9][C:4]=2[CH:3]=1.[CH3:11][O:12][C:13](=[O:46])[NH:14][C@H:15]([C:19]([N:21]1[CH2:25][CH2:24][CH2:23][C@H:22]1[C:26]1[NH:27][C:28]([C:31]2[CH:36]=[CH:35][C:34](B3OC(C)(C)C(C)(C)O3)=[CH:33][CH:32]=2)=[CH:29][N:30]=1)=[O:20])[CH:16]([CH3:18])[CH3:17]. (7) The reactants are: [CH3:1][O:2][C:3](=[O:28])[CH2:4][CH2:5][C@H:6]([C@@H:8]1[C@:25]2([CH3:26])[C@H:11]([C@H:12]3[C@H:22]([CH2:23][CH2:24]2)[C@:20]2([CH3:21])[C:15]([CH2:16][C@@H:17]([OH:27])[CH2:18][CH2:19]2)=[CH:14][CH2:13]3)[CH2:10][CH2:9]1)[CH3:7].CC(C)([O-])C.CC(C)([O-])C.CC(C)([O-])C.[Al+3].C(C(C)=O)(C)C.C(OCC)(=O)C.CCCCCC. Given the product [CH3:1][O:2][C:3](=[O:28])[CH2:4][CH2:5][C@H:6]([C@@H:8]1[C@:25]2([CH3:26])[C@H:11]([C@H:12]3[C@H:22]([CH2:23][CH2:24]2)[C@:20]2([CH3:21])[C:15](=[CH:16][C:17](=[O:27])[CH2:18][CH2:19]2)[CH2:14][CH2:13]3)[CH2:10][CH2:9]1)[CH3:7], predict the reactants needed to synthesize it. (8) Given the product [C:29]([C@@H:25]1[CH2:26][CH2:27][CH2:28][N:24]1[C:6]1[N:7]=[C:8]([C:10]2[CH:11]=[CH:12][C:13]([O:16][C:17]3[CH:22]=[CH:21][C:20]([F:23])=[CH:19][CH:18]=3)=[CH:14][CH:15]=2)[N:9]=[C:4]([C:1]([OH:33])=[O:3])[CH:5]=1)([OH:31])=[O:30].[C:1]([C:4]1[N:9]=[C:8]([C:10]2[CH:11]=[CH:12][C:13]([O:16][C:17]3[CH:18]=[CH:19][C:20]([F:23])=[CH:21][CH:22]=3)=[CH:14][CH:15]=2)[N:7]=[C:6]([N:24]2[CH2:28][CH2:27][CH2:26][C@H:25]2[C:29]([OH:31])=[O:30])[CH:5]=1)(=[O:3])[NH2:2], predict the reactants needed to synthesize it. The reactants are: [C:1]([C:4]1[N:9]=[C:8]([C:10]2[CH:15]=[CH:14][C:13]([O:16][C:17]3[CH:22]=[CH:21][C:20]([F:23])=[CH:19][CH:18]=3)=[CH:12][CH:11]=2)[N:7]=[C:6]([N:24]2[CH2:28][CH2:27][CH2:26][C@H:25]2[C:29]([O:31]C)=[O:30])[CH:5]=1)(=[O:3])[NH2:2].[OH:33][Li].O.